This data is from Tyrosyl-DNA phosphodiesterase HTS with 341,365 compounds. The task is: Binary Classification. Given a drug SMILES string, predict its activity (active/inactive) in a high-throughput screening assay against a specified biological target. (1) The compound is S(c1[nH]c(=O)c(CCCC)c(O)n1)CCC(O)=O. The result is 0 (inactive). (2) The drug is O=c1[nH]c(nc(=O)[nH]1)C([O-])=O. The result is 0 (inactive). (3) The molecule is Clc1ccc(NS(=O)(=O)c2cc3CCOc3cc2)cc1. The result is 0 (inactive). (4) The molecule is FC(F)Oc1ccc(C(=O)CN2CC(CC(C2)C)C)cc1. The result is 0 (inactive). (5) The compound is O=C(N1CCC(CC1)C)Cn1c2c(n(cc2)C)cc1C(OCC)=O. The result is 0 (inactive).